From a dataset of Peptide-MHC class I binding affinity with 185,985 pairs from IEDB/IMGT. Regression. Given a peptide amino acid sequence and an MHC pseudo amino acid sequence, predict their binding affinity value. This is MHC class I binding data. The binding affinity (normalized) is 0.715. The MHC is HLA-B27:05 with pseudo-sequence HLA-B27:05. The peptide sequence is GRWMLPQGM.